The task is: Predict which catalyst facilitates the given reaction.. This data is from Catalyst prediction with 721,799 reactions and 888 catalyst types from USPTO. (1) Reactant: [F:1][C:2]1[C:3]([NH:34][C:35]2[CH:40]=[CH:39][C:38]([I:41])=[CH:37][C:36]=2[F:42])=[C:4]([C:9]([N:11]2[CH2:14][C:13]([CH:16]3[CH2:21][N:20](S(C4C=CC=CC=4[N+]([O-])=O)(=O)=O)[CH2:19][CH2:18][NH:17]3)([OH:15])[CH2:12]2)=[O:10])[CH:5]=[CH:6][C:7]=1[F:8].C(=O)([O-])[O-].[K+].[K+].C1(S)C=CC=CC=1. Product: [F:1][C:2]1[C:3]([NH:34][C:35]2[CH:40]=[CH:39][C:38]([I:41])=[CH:37][C:36]=2[F:42])=[C:4]([C:9]([N:11]2[CH2:14][C:13]([CH:16]3[CH2:21][NH:20][CH2:19][CH2:18][NH:17]3)([OH:15])[CH2:12]2)=[O:10])[CH:5]=[CH:6][C:7]=1[F:8]. The catalyst class is: 3. (2) Reactant: [H-].[H-].[H-].[H-].[Li+].[Al+3].[CH:7]1[C:19]2[CH:18]([CH2:20][C:21]#[N:22])[C:17]3[C:12](=[CH:13][CH:14]=[CH:15][CH:16]=3)[C:11]=2[CH:10]=[CH:9][CH:8]=1.[Na].C(C(C(C([O-])=O)O)O)([O-])=O.[K+].[K+]. Product: [CH:7]1[C:19]2[CH:18]([CH2:20][CH2:21][NH2:22])[C:17]3[C:12](=[CH:13][CH:14]=[CH:15][CH:16]=3)[C:11]=2[CH:10]=[CH:9][CH:8]=1. The catalyst class is: 1. (3) Reactant: [F:1][C:2]1[CH:7]=[C:6]([I:8])[CH:5]=[CH:4][C:3]=1[NH:9][C:10]1[C:18]([C:19]([OH:21])=O)=[CH:17][CH:16]=[C:15]2[C:11]=1[CH:12]=[N:13][NH:14]2.[CH:22]1([CH2:25][O:26][NH2:27])[CH2:24][CH2:23]1.CCN=C=NCCCN(C)C.C1C=CC2N(O)N=NC=2C=1.CCN(C(C)C)C(C)C. Product: [CH:22]1([CH2:25][O:26][NH:27][C:19]([C:18]2[C:10]([NH:9][C:3]3[CH:4]=[CH:5][C:6]([I:8])=[CH:7][C:2]=3[F:1])=[C:11]3[C:15](=[CH:16][CH:17]=2)[NH:14][N:13]=[CH:12]3)=[O:21])[CH2:24][CH2:23]1. The catalyst class is: 39. (4) Reactant: [CH2:1]([O:8][C:9]1[CH:10]=[C:11]([CH:20]([OH:27])[C:21]2[CH:22]=[N:23][CH:24]=[CH:25][CH:26]=2)[CH:12]=[C:13]2[C:18]=1[N:17]=[CH:16][NH:15][C:14]2=[O:19])[C:2]1[CH:7]=[CH:6][CH:5]=[CH:4][CH:3]=1. Product: [CH2:1]([O:8][C:9]1[CH:10]=[C:11]([C:20](=[O:27])[C:21]2[CH:26]=[CH:25][CH:24]=[N:23][CH:22]=2)[CH:12]=[C:13]2[C:18]=1[N:17]=[CH:16][NH:15][C:14]2=[O:19])[C:2]1[CH:7]=[CH:6][CH:5]=[CH:4][CH:3]=1. The catalyst class is: 742. (5) Reactant: [N:1]1[C:2]([CH2:19][C:20]([O:22][CH3:23])=[O:21])=[CH:3][N:4]2[C:10]=1[C:9]1[CH:11]=[CH:12][CH:13]=[CH:14][C:8]=1[NH:7][C:6]1[N:15]=[CH:16][CH:17]=[CH:18][C:5]2=1.[Br:24]N1C(=O)CCC1=O. Product: [Br:24][C:3]1[N:4]2[C:5]3[CH:18]=[CH:17][CH:16]=[N:15][C:6]=3[NH:7][C:8]3[CH:14]=[CH:13][CH:12]=[CH:11][C:9]=3[C:10]2=[N:1][C:2]=1[CH2:19][C:20]([O:22][CH3:23])=[O:21]. The catalyst class is: 1.